This data is from Forward reaction prediction with 1.9M reactions from USPTO patents (1976-2016). The task is: Predict the product of the given reaction. (1) Given the reactants [CH3:1][C:2]1([CH3:14])[O:6][B:5]([C:7]2[CH:8]=[N:9][NH:10][CH:11]=2)[O:4][C:3]1([CH3:13])[CH3:12].Br[CH2:16][CH:17]([CH3:19])[CH3:18].C([O-])([O-])=O.[Cs+].[Cs+], predict the reaction product. The product is: [CH2:16]([N:9]1[CH:8]=[C:7]([B:5]2[O:6][C:2]([CH3:14])([CH3:1])[C:3]([CH3:13])([CH3:12])[O:4]2)[CH:11]=[N:10]1)[CH:17]([CH3:19])[CH3:18]. (2) Given the reactants Br[C:2]1[CH:12]=[C:11]([N+:13]([O-:15])=[O:14])[C:5]2[NH:6][C:7](=[O:10])[CH2:8][O:9][C:4]=2[CH:3]=1.[C:16]1(OB(O)O)[CH:21]=[CH:20][CH:19]=[CH:18][CH:17]=1.C(=O)([O-])[O-:27].[K+].[K+].O1CCOCC1, predict the reaction product. The product is: [NH2:6][C:5]1[C:11]([N+:13]([O-:15])=[O:14])=[CH:12][C:2]([C:16]2[CH:21]=[CH:20][CH:19]=[CH:18][CH:17]=2)=[CH:3][C:4]=1[O:9][CH2:8][C:7]([OH:27])=[O:10]. (3) Given the reactants [CH3:1][O:2][C:3]([C@H:5]1[CH2:10][CH2:9][C@H:8]([CH2:11][N:12]2[C:18](=[O:19])[CH2:17][C:16]3[CH:20]=[CH:21][CH:22]=[CH:23][C:15]=3[NH:14][C:13]2=[O:24])[CH2:7][CH2:6]1)=[O:4].[C:25]([O-])([O-])=O.[K+].[K+].CI.O, predict the reaction product. The product is: [CH3:1][O:2][C:3]([C@H:5]1[CH2:6][CH2:7][C@H:8]([CH2:11][N:12]2[C:18](=[O:19])[CH2:17][C:16]3[CH:20]=[CH:21][CH:22]=[CH:23][C:15]=3[N:14]([CH3:25])[C:13]2=[O:24])[CH2:9][CH2:10]1)=[O:4]. (4) Given the reactants C[O:2][CH2:3][C:4]1[S:8][N:7]=[N:6][C:5]=1[C:9]([O:11][CH3:12])=[O:10].BrBr, predict the reaction product. The product is: [CH:3]([C:4]1[S:8][N:7]=[N:6][C:5]=1[C:9]([O:11][CH3:12])=[O:10])=[O:2].